The task is: Predict the reactants needed to synthesize the given product.. This data is from Full USPTO retrosynthesis dataset with 1.9M reactions from patents (1976-2016). (1) Given the product [CH3:21][O:20][C:17]1[CH:18]=[C:19]2[C:14](=[CH:15][C:16]=1[O:22][CH3:23])[N:13]=[CH:12][N:11]=[C:10]2[S:8][C:4]1[CH:3]=[C:2]([CH:7]=[CH:6][CH:5]=1)[NH2:1], predict the reactants needed to synthesize it. The reactants are: [NH2:1][C:2]1[CH:3]=[C:4]([SH:8])[CH:5]=[CH:6][CH:7]=1.Cl[C:10]1[C:19]2[C:14](=[CH:15][C:16]([O:22][CH3:23])=[C:17]([O:20][CH3:21])[CH:18]=2)[N:13]=[CH:12][N:11]=1. (2) Given the product [Cl:18][C:15]1[CH:16]=[CH:17][C:10]2[N:9]=[C:8]([C:5]3[CH:6]=[CH:7][C:2]([C:22]4[C:23]5[C:28](=[CH:27][CH:26]=[CH:25][CH:24]=5)[CH:19]=[N:20][CH:21]=4)=[CH:3][CH:4]=3)[CH2:13][O:12][C:11]=2[CH:14]=1, predict the reactants needed to synthesize it. The reactants are: Br[C:2]1[CH:7]=[CH:6][C:5]([C:8]2[CH2:13][O:12][C:11]3[CH:14]=[C:15]([Cl:18])[CH:16]=[CH:17][C:10]=3[N:9]=2)=[CH:4][CH:3]=1.[CH:19]1[C:28]2[C:23](=[CH:24][CH:25]=[CH:26][CH:27]=2)[C:22](B(O)O)=[CH:21][N:20]=1. (3) Given the product [NH2:21][CH2:20][C:12]1[N:11]=[C:10]([N:9]([C:6]2[CH:5]=[CH:4][C:3]([O:2][CH3:1])=[CH:8][CH:7]=2)[CH3:32])[C:19]2[C:14](=[CH:15][CH:16]=[CH:17][CH:18]=2)[N:13]=1, predict the reactants needed to synthesize it. The reactants are: [CH3:1][O:2][C:3]1[CH:8]=[CH:7][C:6]([N:9]([CH3:32])[C:10]2[C:19]3[C:14](=[CH:15][CH:16]=[CH:17][CH:18]=3)[N:13]=[C:12]([CH2:20][N:21]3C(=O)C4C(=CC=CC=4)C3=O)[N:11]=2)=[CH:5][CH:4]=1.O.NN.Cl.